This data is from Forward reaction prediction with 1.9M reactions from USPTO patents (1976-2016). The task is: Predict the product of the given reaction. (1) Given the reactants [C:1]([C:3]1[CH:12]=[C:11]2[C:6]([CH:7]=[CH:8][C:9](=[O:47])[N:10]2[CH2:13][CH:14]([NH:34]S(C2C=CC=CC=2[N+]([O-])=O)(=O)=O)[C@H:15]2[CH2:20][CH2:19][C@H:18]([NH:21][CH2:22][C:23]3[CH:24]=[CH:25][C:26]4[O:27][CH2:28][C:29](=[O:33])[NH:30][C:31]=4[N:32]=3)[CH2:17][CH2:16]2)=[CH:5][CH:4]=1)#[N:2].C1(S)C=CC=CC=1.C(=O)([O-])[O-].[K+].[K+], predict the reaction product. The product is: [NH2:34][CH:14]([C@H:15]1[CH2:20][CH2:19][C@H:18]([NH:21][CH2:22][C:23]2[CH:24]=[CH:25][C:26]3[O:27][CH2:28][C:29](=[O:33])[NH:30][C:31]=3[N:32]=2)[CH2:17][CH2:16]1)[CH2:13][N:10]1[C:11]2[C:6](=[CH:5][CH:4]=[C:3]([C:1]#[N:2])[CH:12]=2)[CH:7]=[CH:8][C:9]1=[O:47]. (2) Given the reactants [C:1](Cl)(=O)[C:2]([Cl:4])=[O:3].CN(C)C=O.[F:12][C:13]([F:27])([F:26])[C:14]1[CH:25]=[CH:24][C:17]2[S:18]C(C(O)=O)=[CH:20][C:16]=2[CH:15]=1, predict the reaction product. The product is: [F:27][C:13]([F:12])([F:26])[C:14]1[CH:25]=[CH:24][C:17]2[S:18][C:1]([C:2]([Cl:4])=[O:3])=[CH:20][C:16]=2[CH:15]=1. (3) Given the reactants [NH2:1][C@H:2]([CH3:12])[CH2:3][NH:4]C(=O)OC(C)(C)C.[CH:13]1[C:22]2[C:17](=[CH:18][C:19]([S:23]([Cl:26])(=[O:25])=[O:24])=[CH:20][CH:21]=2)[CH:16]=[CH:15][N:14]=1.C(N(CC)CC)C, predict the reaction product. The product is: [ClH:26].[ClH:26].[NH2:4][CH2:3][C@H:2]([NH:1][S:23]([C:19]1[CH:18]=[C:17]2[C:22](=[CH:21][CH:20]=1)[CH:13]=[N:14][CH:15]=[CH:16]2)(=[O:25])=[O:24])[CH3:12]. (4) The product is: [OH:43][CH2:42][CH2:44][NH:45][C:5]1[N:6]=[C:7]([C:38]([F:39])([F:40])[F:41])[C:8]2[C:13]([C:14]3[CH:15]=[CH:16][CH:17]=[CH:18][CH:19]=3)=[C:12]([C:20]3[CH:25]=[CH:24][C:23]([C:26]4([NH:30][C:31](=[O:37])[O:32][C:33]([CH3:35])([CH3:34])[CH3:36])[CH2:29][CH2:28][CH2:27]4)=[CH:22][CH:21]=3)[O:11][C:9]=2[N:10]=1. Given the reactants CS([C:5]1[N:6]=[C:7]([C:38]([F:41])([F:40])[F:39])[C:8]2[C:13]([C:14]3[CH:19]=[CH:18][CH:17]=[CH:16][CH:15]=3)=[C:12]([C:20]3[CH:25]=[CH:24][C:23]([C:26]4([NH:30][C:31](=[O:37])[O:32][C:33]([CH3:36])([CH3:35])[CH3:34])[CH2:29][CH2:28][CH2:27]4)=[CH:22][CH:21]=3)[O:11][C:9]=2[N:10]=1)(=O)=O.[CH2:42]([CH2:44][NH2:45])[OH:43], predict the reaction product. (5) Given the reactants [Si:1]([O:8][CH2:9][CH2:10][CH2:11][CH2:12][C:13]1[N:21]2[C:16]([C:17]([NH2:22])=[N:18][CH:19]=[N:20]2)=[CH:15][CH:14]=1)([C:4]([CH3:7])([CH3:6])[CH3:5])([CH3:3])[CH3:2].[Br:23]N1C(C)(C)C(=O)N(Br)C1=O, predict the reaction product. The product is: [Br:23][C:15]1[CH:14]=[C:13]([CH2:12][CH2:11][CH2:10][CH2:9][O:8][Si:1]([C:4]([CH3:7])([CH3:5])[CH3:6])([CH3:2])[CH3:3])[N:21]2[C:16]=1[C:17]([NH2:22])=[N:18][CH:19]=[N:20]2.